This data is from Peptide-MHC class II binding affinity with 134,281 pairs from IEDB. The task is: Regression. Given a peptide amino acid sequence and an MHC pseudo amino acid sequence, predict their binding affinity value. This is MHC class II binding data. The peptide sequence is ASVIPPARLFKAFVL. The MHC is HLA-DPA10201-DPB11401 with pseudo-sequence HLA-DPA10201-DPB11401. The binding affinity (normalized) is 0.250.